Dataset: Reaction yield outcomes from USPTO patents with 853,638 reactions. Task: Predict the reaction yield, written as a fraction of the theoretical maximum amount of product (1.0 means a 100% yield; for example, 0.34 means a 34% yield). (1) The reactants are [CH3:1][C:2]1([CH3:28])[CH2:11][CH2:10][C:9]2[C:8](O)=[N:7][C:6]3[O:13][C:14]4[C:19]([NH:20][CH2:21][C:22]5[CH:23]=[N:24][CH:25]=[CH:26][CH:27]=5)=[N:18][CH:17]=[N:16][C:15]=4[C:5]=3[C:4]=2[CH2:3]1.[H-].[Na+].[NH:31]1[CH2:36][CH2:35][O:34][CH2:33][CH2:32]1. The catalyst is CN(C=O)C. The product is [CH3:1][C:2]1([CH3:28])[CH2:11][CH2:10][C:9]2[C:8]([N:31]3[CH2:36][CH2:35][O:34][CH2:33][CH2:32]3)=[N:7][C:6]3[O:13][C:14]4[C:15](=[N:16][CH:17]=[N:18][C:19]=4[NH:20][CH2:21][C:22]4[CH:23]=[N:24][CH:25]=[CH:26][CH:27]=4)[C:5]=3[C:4]=2[CH2:3]1. The yield is 0.670. (2) The reactants are [C:1]([O:5][C@@H:6]([C:12]1[C:13]([CH3:34])=[N:14][C:15]([CH3:33])=[C:16]([C:26]2[CH:31]=[CH:30][C:29](O)=[CH:28][CH:27]=2)[C:17]=1[N:18]1[CH2:23][CH2:22][C:21]([CH3:25])([CH3:24])[CH2:20][CH2:19]1)[C:7]([O:9]CC)=[O:8])([CH3:4])([CH3:3])[CH3:2].[F:35][C:36]1[CH:41]=[C:40]([F:42])[C:39]([F:43])=[CH:38][C:37]=1[CH2:44][CH2:45][OH:46].C1C=CC(P(C2C=CC=CC=2)C2C=CC=CC=2)=CC=1.CC(OC(/N=N/C(OC(C)C)=O)=O)C.[OH-].[Na+]. The catalyst is C1COCC1.CO. The product is [C:1]([O:5][C@@H:6]([C:12]1[C:13]([CH3:34])=[N:14][C:15]([CH3:33])=[C:16]([C:26]2[CH:27]=[CH:28][C:29]([O:46][CH2:45][CH2:44][C:37]3[CH:38]=[C:39]([F:43])[C:40]([F:42])=[CH:41][C:36]=3[F:35])=[CH:30][CH:31]=2)[C:17]=1[N:18]1[CH2:19][CH2:20][C:21]([CH3:25])([CH3:24])[CH2:22][CH2:23]1)[C:7]([OH:9])=[O:8])([CH3:4])([CH3:2])[CH3:3]. The yield is 0.790. (3) The reactants are Cl[C:2]1[C:3]2[N:11]=[C:10]([Cl:12])[CH:9]=[CH:8][C:4]=2[N:5]=[CH:6][N:7]=1.[N:13]1[C:21]2[C:16](=[N:17][CH:18]=[CH:19][CH:20]=2)[S:15][C:14]=1[NH2:22].C1(O)C=CC=CC=1. The catalyst is C(OCC)(=O)C. The product is [Cl:12][C:10]1[CH:9]=[CH:8][C:4]2[N:5]=[CH:6][N:7]=[C:2]([NH:22][C:14]3[S:15][C:16]4[C:21]([N:13]=3)=[CH:20][CH:19]=[CH:18][N:17]=4)[C:3]=2[N:11]=1. The yield is 0.450.